This data is from Forward reaction prediction with 1.9M reactions from USPTO patents (1976-2016). The task is: Predict the product of the given reaction. (1) Given the reactants Br[CH2:2][CH2:3][C:4]1[CH:9]=[CH:8][CH:7]=[CH:6][CH:5]=1.Cl.O.[NH:12]1[CH2:17][CH2:16][CH2:15][CH2:14][C:13]1=O.C(=O)([O-])[O-:20].[Cs+].[Cs+], predict the reaction product. The product is: [CH2:2]([N:12]1[CH2:17][CH2:16][C:15](=[O:20])[CH2:14][CH2:13]1)[CH2:3][C:4]1[CH:9]=[CH:8][CH:7]=[CH:6][CH:5]=1. (2) The product is: [Br:1][C:2]1[N:7]=[C:6]([C:8](=[O:11])[NH:9][CH3:10])[C:5]([NH:12][C:13]2[C:18]([C:19]([F:22])([F:21])[F:20])=[CH:17][N:16]=[C:15]([NH:23][C:24]3[CH:54]=[CH:53][C:27]([CH2:28][P:29](=[O:52])([O:33][C@H:34]([CH2:36][CH2:37][N:38]4[CH:42]=[C:41]([B:43]5[O:47][C:46]([CH3:49])([CH3:48])[C:45]([CH3:50])([CH3:51])[O:44]5)[CH:40]=[N:39]4)[CH3:35])[O:30][CH2:31][CH3:32])=[CH:26][C:25]=3[O:55][CH3:56])[N:14]=2)=[CH:4][CH:3]=1. Given the reactants [Br:1][C:2]1[N:7]=[C:6]([C:8](=[O:11])[NH:9][CH3:10])[C:5]([NH:12][C:13]2[C:18]([C:19]([F:22])([F:21])[F:20])=[CH:17][N:16]=[C:15]([NH:23][C:24]3[CH:54]=[CH:53][C:27]([CH2:28][P:29](=[O:52])([O:33][C@@H:34]([CH2:36][CH2:37][N:38]4[CH:42]=[C:41]([B:43]5[O:47][C:46]([CH3:49])([CH3:48])[C:45]([CH3:51])([CH3:50])[O:44]5)[CH:40]=[N:39]4)[CH3:35])[O:30][CH2:31][CH3:32])=[CH:26][C:25]=3[O:55][CH3:56])[N:14]=2)=[CH:4][CH:3]=1.BrC1N=C(C(=O)NC)C(NC2C(C(F)(F)F)=CN=C(NC3C=CC(CP(=O)(O)OCC)=CC=3OC)N=2)=CC=1.CC1(C)C(C)(C)OB(C2C=NN(CC[C@@H](O)C)C=2)O1, predict the reaction product.